Dataset: Catalyst prediction with 721,799 reactions and 888 catalyst types from USPTO. Task: Predict which catalyst facilitates the given reaction. (1) Reactant: C([N:8]1[CH2:13][CH2:12][CH:11]([C:14]2([C:19]3[N:23]([CH3:24])[C:22]([C:25]4[CH:30]=[CH:29][CH:28]=[CH:27][C:26]=4[Cl:31])=[N:21][N:20]=3)[CH2:18][CH2:17][CH2:16][CH2:15]2)[CH2:10][CH2:9]1)C1C=CC=CC=1.C(Cl)(=O)OC(Cl)C. Product: [Cl:31][C:26]1[CH:27]=[CH:28][CH:29]=[CH:30][C:25]=1[C:22]1[N:23]([CH3:24])[C:19]([C:14]2([CH:11]3[CH2:10][CH2:9][NH:8][CH2:13][CH2:12]3)[CH2:15][CH2:16][CH2:17][CH2:18]2)=[N:20][N:21]=1. The catalyst class is: 2. (2) Reactant: [Cl:1][C:2]1[CH:3]=[CH:4][C:5]([NH:8][C:9]([C:11]2[CH:16]=[C:15]([CH3:17])[CH:14]=[CH:13][C:12]=2[NH:18][C:19]([C:21]2[CH:26]=[CH:25][C:24]([C:27]#[N:28])=[CH:23][CH:22]=2)=[O:20])=[O:10])=[N:6][CH:7]=1.Cl.[CH3:30][NH:31][CH2:32][CH2:33]N. Product: [Cl:1][C:2]1[CH:3]=[CH:4][C:5]([NH:8][C:9]([C:11]2[CH:16]=[C:15]([CH3:17])[CH:14]=[CH:13][C:12]=2[NH:18][C:19]([C:21]2[CH:22]=[CH:23][C:24]([C:27]3[N:31]([CH3:30])[CH2:32][CH2:33][N:28]=3)=[CH:25][CH:26]=2)=[O:20])=[O:10])=[N:6][CH:7]=1. The catalyst class is: 125.